Dataset: Catalyst prediction with 721,799 reactions and 888 catalyst types from USPTO. Task: Predict which catalyst facilitates the given reaction. (1) Reactant: Cl[C:2]1[CH:11]=[CH:10][C:5]([C:6]([O:8][CH3:9])=[O:7])=[CH:4][C:3]=1[N+:12]([O-:14])=[O:13].[SH:15][CH2:16][CH2:17][C:18]([O:20][CH3:21])=[O:19].C(=O)([O-])[O-].[K+].[K+]. Product: [CH3:21][O:20][C:18](=[O:19])[CH2:17][CH2:16][S:15][C:2]1[CH:11]=[CH:10][C:5]([C:6]([O:8][CH3:9])=[O:7])=[CH:4][C:3]=1[N+:12]([O-:14])=[O:13]. The catalyst class is: 9. (2) Reactant: [Cl:1][C:2]1[N:7]=[CH:6][N:5]=[C:4]([NH2:8])[C:3]=1[NH2:9].[O:10]1[CH2:15][CH2:14][N:13]([C:16]2[CH:24]=[CH:23][C:19]([C:20](O)=O)=[CH:18][N:17]=2)[CH2:12][CH2:11]1.[Cl-].[NH4+]. Product: [Cl:1][C:2]1[N:7]=[CH:6][N:5]=[C:4]2[C:3]=1[N:9]=[C:20]([C:19]1[CH:23]=[CH:24][C:16]([N:13]3[CH2:14][CH2:15][O:10][CH2:11][CH2:12]3)=[N:17][CH:18]=1)[NH:8]2. The catalyst class is: 265.